This data is from CYP2C19 inhibition data for predicting drug metabolism from PubChem BioAssay. The task is: Regression/Classification. Given a drug SMILES string, predict its absorption, distribution, metabolism, or excretion properties. Task type varies by dataset: regression for continuous measurements (e.g., permeability, clearance, half-life) or binary classification for categorical outcomes (e.g., BBB penetration, CYP inhibition). Dataset: cyp2c19_veith. (1) The drug is CCOc1ccc(-n2ccnc2SCC(=O)Nc2nnc(C)s2)cc1. The result is 0 (non-inhibitor). (2) The drug is NC(N)=NCCN1CCCCCCC1. The result is 0 (non-inhibitor). (3) The drug is Cc1cc2c(s1)CCCCC(=O)N2. The result is 1 (inhibitor). (4) The compound is CC(=O)OC[C@@H]1O[C@H](C/C=N\O[C@@H](C)CN2CCCCc3nc(C)c(C)cc32)C=C[C@@H]1OC(C)=O. The result is 0 (non-inhibitor). (5) The result is 1 (inhibitor). The molecule is O=C(N/C(=C/c1ccc(Br)cc1)c1nc2ccccc2[nH]1)c1ccco1.